From a dataset of Full USPTO retrosynthesis dataset with 1.9M reactions from patents (1976-2016). Predict the reactants needed to synthesize the given product. (1) Given the product [NH2:14][C:2]1[CH:9]=[CH:8][CH:7]=[C:6]([C:10]([F:13])([F:12])[F:11])[C:3]=1[C:4]([NH2:5])=[O:20], predict the reactants needed to synthesize it. The reactants are: F[C:2]1[CH:9]=[CH:8][CH:7]=[C:6]([C:10]([F:13])([F:12])[F:11])[C:3]=1[C:4]#[N:5].[NH3:14].OS(O)(=O)=O.[OH-:20].[Na+]. (2) Given the product [CH3:11][O:10][C:8]([C:7]1[NH:4][C:20]2[C:17]([CH:18]=1)=[C:16]([O:22][CH3:23])[CH:15]=[C:14]([F:13])[CH:21]=2)=[O:9], predict the reactants needed to synthesize it. The reactants are: C[O-].[Na+].[N:4]([CH2:7][C:8]([O:10][CH2:11]C)=[O:9])=[N+]=[N-].[F:13][C:14]1[CH:21]=[CH:20][C:17]([CH:18]=O)=[C:16]([O:22][CH3:23])[CH:15]=1. (3) Given the product [NH2:1][C:2]1[N:10]=[CH:9][N:8]=[C:7]2[C:3]=1[N:4]([C:37]1[CH:38]=[CH:39][C:34]([O:27][C:28]3[CH:33]=[CH:32][CH:31]=[CH:30][CH:29]=3)=[CH:35][CH:36]=1)[C:5](=[O:26])[N:6]2[C:11]1[CH:12]=[C:13]([N:17]([CH3:25])[C:18](=[O:24])[O:19][C:20]([CH3:22])([CH3:23])[CH3:21])[CH:14]=[CH:15][CH:16]=1, predict the reactants needed to synthesize it. The reactants are: [NH2:1][C:2]1[N:10]=[CH:9][N:8]=[C:7]2[C:3]=1[NH:4][C:5](=[O:26])[N:6]2[C:11]1[CH:12]=[C:13]([N:17]([CH3:25])[C:18](=[O:24])[O:19][C:20]([CH3:23])([CH3:22])[CH3:21])[CH:14]=[CH:15][CH:16]=1.[O:27]([C:34]1[CH:39]=[CH:38][C:37](B(O)O)=[CH:36][CH:35]=1)[C:28]1[CH:33]=[CH:32][CH:31]=[CH:30][CH:29]=1.C(N(C(C)C)CC)(C)C. (4) Given the product [F:18][C:15]1[CH:16]=[CH:17][C:12]([CH2:11][N:10]2[C:9]3[C:8](=[O:23])[NH:7][C:6](=[O:24])[N:5]([CH3:25])[C:4]=3[N:3]=[C:2]2[C:28]2[CH:29]=[CH:30][CH:31]=[C:26]([CH3:35])[CH:27]=2)=[CH:13][C:14]=1[C:19]([F:22])([F:21])[F:20], predict the reactants needed to synthesize it. The reactants are: Br[C:2]1[N:10]([CH2:11][C:12]2[CH:17]=[CH:16][C:15]([F:18])=[C:14]([C:19]([F:22])([F:21])[F:20])[CH:13]=2)[C:9]2[C:8](=[O:23])[NH:7][C:6](=[O:24])[N:5]([CH3:25])[C:4]=2[N:3]=1.[C:26]1([CH3:35])[CH:31]=[CH:30][CH:29]=[C:28](B(O)O)[CH:27]=1.C([O-])([O-])=O.[Na+].[Na+]. (5) Given the product [N:15]1([C:9](=[O:11])[CH2:8][O:7][C:6]2[CH:12]=[CH:13][CH:14]=[C:4]([N+:1]([O-:3])=[O:2])[CH:5]=2)[CH2:20][CH2:19][O:18][CH2:17][CH2:16]1, predict the reactants needed to synthesize it. The reactants are: [N+:1]([C:4]1[CH:5]=[C:6]([CH:12]=[CH:13][CH:14]=1)[O:7][CH2:8][C:9]([OH:11])=O)([O-:3])=[O:2].[NH:15]1[CH2:20][CH2:19][O:18][CH2:17][CH2:16]1. (6) Given the product [OH:1][C:2]1[C:11]2[C:6](=[CH:7][C:8]([C:12]([O:14][CH3:15])=[O:13])=[CH:9][CH:10]=2)[N:5]([CH3:16])[C:4](=[O:17])[C:3]=1[C:18]([OH:20])=[O:19], predict the reactants needed to synthesize it. The reactants are: [OH:1][C:2]1[C:11]2[C:6](=[CH:7][C:8]([C:12]([O:14][CH3:15])=[O:13])=[CH:9][CH:10]=2)[N:5]([CH3:16])[C:4](=[O:17])[C:3]=1[C:18]([O:20]CC1C=CC=CC=1)=[O:19]. (7) Given the product [Br:16][C:17]1[CH:22]=[CH:21][C:20]([N:7]([C:4]2[CH:3]=[CH:2][C:1]([CH3:15])=[CH:6][CH:5]=2)[C:8]2[CH:13]=[CH:12][C:11]([CH3:14])=[CH:10][CH:9]=2)=[CH:19][CH:18]=1, predict the reactants needed to synthesize it. The reactants are: [C:1]1([CH3:15])[CH:6]=[CH:5][C:4]([NH:7][C:8]2[CH:13]=[CH:12][C:11]([CH3:14])=[CH:10][CH:9]=2)=[CH:3][CH:2]=1.[Br:16][C:17]1[CH:22]=[CH:21][C:20](I)=[CH:19][CH:18]=1.[K].N1C2C(=CC=C3C=2N=CC=C3)C=CC=1.